From a dataset of Forward reaction prediction with 1.9M reactions from USPTO patents (1976-2016). Predict the product of the given reaction. (1) Given the reactants [C:1]([CH:4]([C:22](=[O:25])[CH2:23][CH3:24])[CH2:5][C:6]([C:8]1[CH:9]=[C:10]2[C:15](=[CH:16][CH:17]=1)[N:14]([CH3:18])[C:13](=[O:19])[CH2:12][C:11]2([CH3:21])[CH3:20])=O)(=O)[CH3:2].[NH2:26][C:27]1[CH:32]=[CH:31][C:30]([S:33]([NH2:36])(=[O:35])=[O:34])=[CH:29][CH:28]=1.N, predict the reaction product. The product is: [CH3:2][C:1]1[N:26]([C:27]2[CH:32]=[CH:31][C:30]([S:33]([NH2:36])(=[O:34])=[O:35])=[CH:29][CH:28]=2)[C:6]([C:8]2[CH:9]=[C:10]3[C:15](=[CH:16][CH:17]=2)[N:14]([CH3:18])[C:13](=[O:19])[CH2:12][C:11]3([CH3:21])[CH3:20])=[CH:5][C:4]=1[C:22](=[O:25])[CH2:23][CH3:24]. (2) Given the reactants [NH2:1][C:2]1[CH:7]=[CH:6][C:5]([OH:8])=[CH:4][CH:3]=1.[CH:9]1[CH:14]=[N:13][CH:12]=[C:11]([CH:15]=O)[CH:10]=1.[BH4-].[Na+], predict the reaction product. The product is: [OH:8][C:5]1[CH:6]=[CH:7][C:2]([NH:1][CH2:15][C:11]2[CH:12]=[N:13][CH:14]=[CH:9][CH:10]=2)=[CH:3][CH:4]=1. (3) Given the reactants FC(F)(F)C([O-])=O.[O:8]=[C:9]1[C:18]2[C:13](=[CH:14][C:15]([S:19]([CH2:22][CH:23]3[CH2:28][CH2:27][NH2+:26][CH2:25][CH2:24]3)(=[O:21])=[O:20])=[CH:16][CH:17]=2)[CH2:12][CH2:11][O:10]1.[CH3:29][C:30]1[C:38]2[CH2:37][O:36][C:35](=[O:39])[C:34]=2[CH:33]=[CH:32][C:31]=1[C@@H:40]1[CH2:42][O:41]1, predict the reaction product. The product is: [OH:41][C@H:40]([C:31]1[CH:32]=[CH:33][C:34]2[C:35](=[O:39])[O:36][CH2:37][C:38]=2[C:30]=1[CH3:29])[CH2:42][N:26]1[CH2:27][CH2:28][CH:23]([CH2:22][S:19]([C:15]2[CH:14]=[C:13]3[C:18](=[CH:17][CH:16]=2)[C:9](=[O:8])[O:10][CH2:11][CH2:12]3)(=[O:21])=[O:20])[CH2:24][CH2:25]1. (4) The product is: [ClH:30].[N:16]1([C:14]2[S:15][C:11]([C:8]3[N:9]=[N:10][N:6]([CH2:5][C:4]([O:3][CH2:1][CH3:2])=[O:29])[N:7]=3)=[N:12][N:13]=2)[CH2:21][CH2:20][NH:19][CH2:18][CH2:17]1. Given the reactants [CH2:1]([O:3][C:4](=[O:29])[CH2:5][N:6]1[N:10]=[N:9][C:8]([C:11]2[S:15][C:14]([N:16]3[CH2:21][CH2:20][N:19](C(OC(C)(C)C)=O)[CH2:18][CH2:17]3)=[N:13][N:12]=2)=[N:7]1)[CH3:2].[ClH:30].O1CCOCC1, predict the reaction product. (5) Given the reactants [F:1][CH:2]([CH2:6][CH2:7][C:8]1[CH:13]=[CH:12][CH:11]=[CH:10][CH:9]=1)[C:3]([OH:5])=O.C(N1C=CN=C1)(N1C=CN=C1)=O.C(=O)=O.C(N(CC)CC)C.FC(F)(F)C(O)=O.[NH:43]1[CH2:47][CH2:46][C@@H:45]([S:48][C:49]2[CH:54]=[CH:53][C:52]([OH:55])=[CH:51][CH:50]=2)[CH2:44]1, predict the reaction product. The product is: [F:1][CH:2]([CH2:6][CH2:7][C:8]1[CH:13]=[CH:12][CH:11]=[CH:10][CH:9]=1)[C:3]([N:43]1[CH2:47][CH2:46][C@@H:45]([S:48][C:49]2[CH:54]=[CH:53][C:52]([OH:55])=[CH:51][CH:50]=2)[CH2:44]1)=[O:5].